Dataset: Peptide-MHC class I binding affinity with 185,985 pairs from IEDB/IMGT. Task: Regression. Given a peptide amino acid sequence and an MHC pseudo amino acid sequence, predict their binding affinity value. This is MHC class I binding data. (1) The peptide sequence is VEMQLAVVI. The MHC is HLA-B15:42 with pseudo-sequence HLA-B15:42. The binding affinity (normalized) is 0.213. (2) The peptide sequence is YMKAPSGAL. The MHC is HLA-A02:03 with pseudo-sequence HLA-A02:03. The binding affinity (normalized) is 1.00. (3) The peptide sequence is DTLVKSGLT. The MHC is HLA-A02:06 with pseudo-sequence HLA-A02:06. The binding affinity (normalized) is 0. (4) The peptide sequence is GLSLQDYCY. The MHC is HLA-A03:01 with pseudo-sequence HLA-A03:01. The binding affinity (normalized) is 0.257. (5) The peptide sequence is QAYAAPQLF. The MHC is HLA-A24:03 with pseudo-sequence HLA-A24:03. The binding affinity (normalized) is 0.872. (6) The peptide sequence is KLFGTVDSL. The MHC is HLA-A02:01 with pseudo-sequence HLA-A02:01. The binding affinity (normalized) is 0.661. (7) The peptide sequence is TEMYIMYAM. The MHC is HLA-A01:01 with pseudo-sequence HLA-A01:01. The binding affinity (normalized) is 0.472. (8) The peptide sequence is LERTSKASLER. The MHC is HLA-A30:02 with pseudo-sequence HLA-A30:02. The binding affinity (normalized) is 0. (9) The peptide sequence is SLRAEDTAVYY. The MHC is HLA-A26:01 with pseudo-sequence HLA-A26:01. The binding affinity (normalized) is 0.351.